Predict which catalyst facilitates the given reaction. From a dataset of Catalyst prediction with 721,799 reactions and 888 catalyst types from USPTO. (1) Reactant: Br[C:2]1[N:9]=[CH:8][CH:7]=[C:6]([Cl:10])[C:3]=1[CH:4]=[O:5].[C:11]1(=[O:24])[C:16]2[CH:17]=[C:18]3[N:23]([C:15]=2[CH2:14][CH2:13][NH:12]1)[CH2:22][CH2:21][CH2:20][CH2:19]3.CC1(C)C2C(=C(P(C3C=CC=CC=3)C3C=CC=CC=3)C=CC=2)OC2C(P(C3C=CC=CC=3)C3C=CC=CC=3)=CC=CC1=2.C(=O)([O-])[O-].[K+].[K+]. Product: [Cl:10][C:6]1[C:3]([CH:4]=[O:5])=[C:2]([N:12]2[CH2:13][CH2:14][C:15]3[N:23]4[C:18]([CH2:19][CH2:20][CH2:21][CH2:22]4)=[CH:17][C:16]=3[C:11]2=[O:24])[N:9]=[CH:8][CH:7]=1. The catalyst class is: 102. (2) Reactant: [NH2:1][C:2]1[CH:3]=[C:4]2[C:9](=[C:10]([O:12][CH2:13][C:14]3[CH:19]=[CH:18][CH:17]=[CH:16][CH:15]=3)[CH:11]=1)[N:8]=[CH:7][CH:6]=[CH:5]2.[O:20](C(OC(C)(C)C)=O)[C:21]([O:23][C:24]([CH3:27])([CH3:26])[CH3:25])=O. Product: [CH2:13]([O:12][C:10]1[CH:11]=[C:2]([NH:1][C:21]([O:23][C:24]([CH3:27])([CH3:26])[CH3:25])=[O:20])[CH:3]=[C:4]2[C:9]=1[N:8]=[CH:7][CH:6]=[CH:5]2)[C:14]1[CH:19]=[CH:18][CH:17]=[CH:16][CH:15]=1. The catalyst class is: 12. (3) Reactant: [NH2:1][C:2]1[N:7]=[CH:6][C:5]([N+:8]([O-:10])=[O:9])=[CH:4][N:3]=1.N1C=CC=CC=1.[C:17](Cl)(=[O:19])[CH3:18]. Product: [N+:8]([C:5]1[CH:4]=[N:3][C:2]([NH:1][C:17](=[O:19])[CH3:18])=[N:7][CH:6]=1)([O-:10])=[O:9]. The catalyst class is: 594.